From a dataset of CYP2C9 inhibition data for predicting drug metabolism from PubChem BioAssay. Regression/Classification. Given a drug SMILES string, predict its absorption, distribution, metabolism, or excretion properties. Task type varies by dataset: regression for continuous measurements (e.g., permeability, clearance, half-life) or binary classification for categorical outcomes (e.g., BBB penetration, CYP inhibition). Dataset: cyp2c9_veith. The compound is CC(C)(C)c1ccc(C2CC2C(=O)N/N=C\c2cc3ccccc3nc2Cl)cc1. The result is 1 (inhibitor).